This data is from Peptide-MHC class II binding affinity with 134,281 pairs from IEDB. The task is: Regression. Given a peptide amino acid sequence and an MHC pseudo amino acid sequence, predict their binding affinity value. This is MHC class II binding data. The peptide sequence is GNGVVALRNAQLVTF. The MHC is DRB1_0802 with pseudo-sequence DRB1_0802. The binding affinity (normalized) is 0.156.